This data is from Retrosynthesis with 50K atom-mapped reactions and 10 reaction types from USPTO. The task is: Predict the reactants needed to synthesize the given product. Given the product C[C@H]1CN(C(=O)OC(C)(C)C)CCN1S(=O)(=O)c1cccc(-c2ccnc(Cl)n2)c1, predict the reactants needed to synthesize it. The reactants are: C[C@H]1CN(C(=O)OC(C)(C)C)CCN1S(=O)(=O)c1cccc(B2OC(C)(C)C(C)(C)O2)c1.Clc1ccnc(Cl)n1.